The task is: Binary Classification. Given a miRNA mature sequence and a target amino acid sequence, predict their likelihood of interaction.. This data is from Experimentally validated miRNA-target interactions with 360,000+ pairs, plus equal number of negative samples. (1) The miRNA is hsa-miR-4469 with sequence GCUCCCUCUAGGGUCGCUCGGA. The protein sequence of the target gene is MGTKAQVERKLLCLFILAILLCSLALGSVTVHSSEPEVRIPENNPVKLSCAYSGFSSPRVEWKFDQGDTTRLVCYNNKITASYEDRVTFLPTGITFKSVTREDTGTYTCMVSEEGGNSYGEVKVKLIVLVPPSKPTVNIPSSATIGNRAVLTCSEQDGSPPSEYTWFKDGIVMPTNPKSTRAFSNSSYVLNPTTGELVFDPLSASDTGEYSCEARNGYGTPMTSNAVRMEAVERNVGVIVAAVLVTLILLGILVFGIWFAYSRGHFDRTKKGTSSKKVIYSQPSARSEGEFKQTSSFLV. Result: 1 (interaction). (2) The miRNA is hsa-miR-4276 with sequence CUCAGUGACUCAUGUGC. The protein sequence of the target gene is MPPGKVLQPVLKMKVDELFLYWLSEASTQRMLQDCLRRIKAPGRDQPTPGDGEQPGAWPTAPLAAPRPSGLEPPGTPGPGPALPLGAASSPRNAPHVRGTRRSAGTRVVQTRKEEPLPPATSQSIPTFYFPRGRPQDSVNVDAVISKIESTFARFPHERATMDDMGLVAKACGCPLYWKGPLFYGAGGERTGSVSVHKFVAMWRKILQNCHDDAAKFVHLLMSPGCNYLVQEDFVPFLQDVVNTHPGLSFLKEASEFHSRYITTVIQRIFYAVNRSWSGRITCAELRRSSFLQNVALLEE.... Result: 0 (no interaction). (3) The miRNA is hsa-miR-196a-5p with sequence UAGGUAGUUUCAUGUUGUUGGG. The protein sequence of the target gene is MGNLESAEGVPGEPPSVPLLLPPGKMPMPEPCELEERFALVLSSMNLPPDKARLLRQYDNEKKWDLICDQERFQVKNPPHTYIQKLQSFLDPSVTRKKFRRRVQESTKVLRELEISLRTNHIGWVREFLNDENKGLDVLVDYLSFAQCSVMFDFEGLESGDDGAFDKLRSWSRSIEDLQPPSALSAPFTNSLARSARQSVLRYSTLPGRRALKNSRLVSQKDDVHVCILCLRAIMNYQYGFNLVMSHPHAVNEIALSLNNKNPRTKALVLELLAAVCLVRGGHEIILAAFDNFKEVCKEL.... Result: 1 (interaction). (4) The miRNA is hsa-miR-6720-5p with sequence UUCCAGCCCUGGUAGGCGCCGCG. The protein sequence of the target gene is METRESTESSPGKHLVTSEELISEGKWVKFEKTTYMDPTGKTRTWETVKLTTRKGKSADAVSVIPVLQRTLHHECVILVKQFRPPMGSYCLEFPAGFIEDGESPEAAALRELEEETGYKGEVAECSPAVCMDPGLSNCTTHVVTVTINGDDAGNVRPKPKPGDGEFMEVISLPKNDLLTRLDALGAEQHLTVDAKVYAYGLALKHANSKPFEVPFLKF. Result: 0 (no interaction). (5) The miRNA is hsa-miR-93-5p with sequence CAAAGUGCUGUUCGUGCAGGUAG. The protein sequence of the target gene is MPAVSKGDGMRGLAVFISDIRNCKSKEAEIKRINKELANIRSKFKGDKALDGYSKKKYVCKLLFIFLLGHDIDFGHMEAVNLLSSNRYTEKQIGYLFISVLVNSNSELIRLINNAIKNDLASRNPTFMGLALHCIASVGSREMAEAFAGEIPKVLVAGDTMDSVKQSAALCLLRLYRTSPDLVPMGDWTSRVVHLLNDQHLGVVTAATSLITTLAQKNPEEFKTSVSLAVSRLSRIVTSASTDLQDYTYYFVPAPWLSVKLLRLLQCYPPPDPAVRGRLTECLETILNKAQEPPKSKKVQ.... Result: 1 (interaction). (6) The miRNA is mmu-miR-7681-5p with sequence AUCCUGUCCUUGCCCUCUCU. The protein sequence of the target gene is MAGRPLRIGDQLVLEEDYDETYIPSEQEILEFAREIGIDPIKEPELMWLAREGIVAPLPGEWKPCQDITGDIYYFNFANGQSMWDHPCDEHYRSLVIQERAKLSTSGAIKKKKKKKEKKDKKDRDPPKSSLALGSSLAPVHVPLGGLAPLRGLVDTPPSALRGSQSVSLGSSVESGRQLGELMLPSQGLKTSAYTKGLLGSIYEDKTALSLLGLGEETNEEDEEESDNQSVHSSSEPLRNLHLDIGALGGDFEYEESLRTSQPEEKKDVSLDSDAAGPPTPCKPSSPGADSSLSSAVGKG.... Result: 0 (no interaction).